This data is from Catalyst prediction with 721,799 reactions and 888 catalyst types from USPTO. The task is: Predict which catalyst facilitates the given reaction. (1) Reactant: [Cl:1][C:2]1[CH:44]=[CH:43][C:5]([C:6]([NH:8][C:9]2[CH:10]=[N:11][C:12]([NH:15][CH2:16][CH2:17][N:18]3[CH:22]=[CH:21][C:20]([NH:23]C(C4C=CC=CC=4)(C4C=CC=CC=4)C4C=CC=CC=4)=[N:19]3)=[CH:13][CH:14]=2)=[O:7])=[C:4]([N:45]([CH3:47])[CH3:46])[CH:3]=1.Cl. Product: [NH2:23][C:20]1[CH:21]=[CH:22][N:18]([CH2:17][CH2:16][NH:15][C:12]2[N:11]=[CH:10][C:9]([NH:8][C:6](=[O:7])[C:5]3[CH:43]=[CH:44][C:2]([Cl:1])=[CH:3][C:4]=3[N:45]([CH3:46])[CH3:47])=[CH:14][CH:13]=2)[N:19]=1. The catalyst class is: 5. (2) Reactant: C[Si]([N-][Si](C)(C)C)(C)C.[Na+].[NH2:11][C:12]1[N:16](C(OC(C)(C)C)=O)[N:15]=[C:14]([CH2:24][CH2:25][C:26]2[CH:31]=[C:30]([O:32][CH3:33])[CH:29]=[C:28]([O:34][CH3:35])[CH:27]=2)[CH:13]=1.[CH2:36]1[CH:41]2[CH2:42][CH2:43][CH2:44][CH2:45][N:40]2[CH2:39][CH2:38][N:37]1[C:46]1[CH:55]=[CH:54][C:49]([C:50](OC)=[O:51])=[CH:48][CH:47]=1. Product: [CH2:36]1[CH:41]2[CH2:42][CH2:43][CH2:44][CH2:45][N:40]2[CH2:39][CH2:38][N:37]1[C:46]1[CH:55]=[CH:54][C:49]([C:50]([NH:11][C:12]2[NH:16][N:15]=[C:14]([CH2:24][CH2:25][C:26]3[CH:27]=[C:28]([O:34][CH3:35])[CH:29]=[C:30]([O:32][CH3:33])[CH:31]=3)[CH:13]=2)=[O:51])=[CH:48][CH:47]=1. The catalyst class is: 1. (3) Reactant: [NH:1]([C:37]([O:39]C(C)(C)C)=O)[C@H:2]([C:7]([NH:9][C@H:10]([C:26]([N:28]1C[CH2:35][CH2:34][C@H:29]1C(OC)=O)=[O:27])[CH2:11][CH2:12][CH2:13][CH2:14][NH:15][C:16]([O:18][CH2:19][C:20]1[CH:25]=[CH:24][CH:23]=[CH:22][CH:21]=1)=[O:17])=[O:8])[C@H:3]([CH2:5][CH3:6])[CH3:4].[C:44](O)(C(F)(F)F)=O.[C:51]([O:54][C:55](=[O:57])[CH3:56])(=O)C. Product: [NH:1]([C:37]([CH3:44])=[O:39])[C@H:2]([C:7]([NH:9][C@H:10]([C:26]([N:28]1[CH2:29][CH2:34][CH2:35][C@H:56]1[C:55]([O:54][CH3:51])=[O:57])=[O:27])[CH2:11][CH2:12][CH2:13][CH2:14][NH:15][C:16]([O:18][CH2:19][C:20]1[CH:21]=[CH:22][CH:23]=[CH:24][CH:25]=1)=[O:17])=[O:8])[C@H:3]([CH2:5][CH3:6])[CH3:4]. The catalyst class is: 2. (4) Reactant: [CH2:1]([O:8][C@@H:9]1[C@H:14]([CH2:15][O:16][Si:17]([C:20]([CH3:23])([CH3:22])[CH3:21])([CH3:19])[CH3:18])[O:13][C@@H:12]([O:24][C@@H:25]2[C@H:30]3[CH2:31][O:32][C@H:28]([O:29]3)[C@H:27]([N:33]=[N+:34]=[N-:35])[C@H:26]2[O:36][CH3:37])[C@H:11]([OH:38])[C@H:10]1[O:39][CH3:40])[C:2]1[CH:7]=[CH:6][CH:5]=[CH:4][CH:3]=1.C(N(CC)CC)C.[C:48](OC(=O)C)(=[O:50])[CH3:49]. Product: [C:48]([O:38][C@@H:11]1[C@@H:10]([O:39][CH3:40])[C@H:9]([O:8][CH2:1][C:2]2[CH:7]=[CH:6][CH:5]=[CH:4][CH:3]=2)[C@H:14]([CH2:15][O:16][Si:17]([C:20]([CH3:23])([CH3:22])[CH3:21])([CH3:19])[CH3:18])[O:13][C@H:12]1[O:24][C@@H:25]1[C@H:30]2[CH2:31][O:32][C@H:28]([O:29]2)[C@H:27]([N:33]=[N+:34]=[N-:35])[C@H:26]1[O:36][CH3:37])(=[O:50])[CH3:49]. The catalyst class is: 112.